The task is: Predict the reaction yield, written as a fraction of the theoretical maximum amount of product (1.0 means a 100% yield; for example, 0.34 means a 34% yield).. This data is from Reaction yield outcomes from USPTO patents with 853,638 reactions. (1) The reactants are [CH2:1]([CH:5]1[CH2:10][CH2:9][N:8]([CH2:11][CH2:12][CH2:13][C:14]([C:16]2[CH:21]=[CH:20][CH:19]=[CH:18][C:17]=2[O:22]CC2C=CC=CC=2)=[O:15])[CH2:7][CH2:6]1)[CH2:2][CH2:3][CH3:4].Cl.[OH-].[Na+].C(Cl)Cl.CO. The catalyst is CCO.[Pd]. The product is [CH2:1]([CH:5]1[CH2:6][CH2:7][N:8]([CH2:11][CH2:12][CH2:13][C:14]([C:16]2[CH:21]=[CH:20][CH:19]=[CH:18][C:17]=2[OH:22])=[O:15])[CH2:9][CH2:10]1)[CH2:2][CH2:3][CH3:4]. The yield is 0.580. (2) The reactants are C(OC(=O)[NH:7][CH:8]([CH3:16])[CH2:9][N:10]1[CH2:15][CH2:14][O:13][CH2:12][CH2:11]1)(C)(C)C.Cl. The catalyst is CO. The product is [CH3:16][C@H:8]([NH2:7])[CH2:9][N:10]1[CH2:15][CH2:14][O:13][CH2:12][CH2:11]1. The yield is 0.960.